From a dataset of Reaction yield outcomes from USPTO patents with 853,638 reactions. Predict the reaction yield, written as a fraction of the theoretical maximum amount of product (1.0 means a 100% yield; for example, 0.34 means a 34% yield). (1) The reactants are [Cl:1][C:2]1[CH:7]=[CH:6][C:5]([C@H:8]([C:21]([N:23]2[CH2:28][CH2:27][N:26]([C:29]3[C:34]([C:35]4[O:36][C:37]([CH3:40])=[N:38][N:39]=4)=[CH:33][N:32]=[C:31]4[NH:41][CH:42]=[CH:43][C:30]=34)[CH2:25][CH2:24]2)=[O:22])[CH2:9][N:10]([CH:18]([CH3:20])[CH3:19])C(=O)OC(C)(C)C)=[CH:4][CH:3]=1. The catalyst is C(O)(C(F)(F)F)=O. The product is [Cl:1][C:2]1[CH:3]=[CH:4][C:5]([C@@H:8]([CH2:9][NH:10][CH:18]([CH3:20])[CH3:19])[C:21]([N:23]2[CH2:24][CH2:25][N:26]([C:29]3[C:34]([C:35]4[O:36][C:37]([CH3:40])=[N:38][N:39]=4)=[CH:33][N:32]=[C:31]4[NH:41][CH:42]=[CH:43][C:30]=34)[CH2:27][CH2:28]2)=[O:22])=[CH:6][CH:7]=1. The yield is 0.500. (2) The reactants are Cl[C:2]1[CH:7]=[C:6]([O:8][CH3:9])[C:5]([N+:10]([O-:12])=[O:11])=[CH:4][C:3]=1[O:13][CH3:14].[CH:15]([N:18]1[CH2:23][CH2:22][NH:21][CH2:20][CH2:19]1)([CH3:17])[CH3:16].C(=O)([O-])[O-].[Cs+].[Cs+].CC1(C)C2C(=C(P(C3C=CC=CC=3)C3C=CC=CC=3)C=CC=2)OC2C(P(C3C=CC=CC=3)C3C=CC=CC=3)=CC=CC1=2. The catalyst is C1C=CC(/C=C/C(/C=C/C2C=CC=CC=2)=O)=CC=1.C1C=CC(/C=C/C(/C=C/C2C=CC=CC=2)=O)=CC=1.C1C=CC(/C=C/C(/C=C/C2C=CC=CC=2)=O)=CC=1.[Pd].[Pd]. The product is [CH3:14][O:13][C:3]1[CH:4]=[C:5]([N+:10]([O-:12])=[O:11])[C:6]([O:8][CH3:9])=[CH:7][C:2]=1[N:21]1[CH2:22][CH2:23][N:18]([CH:15]([CH3:17])[CH3:16])[CH2:19][CH2:20]1. The yield is 0.760. (3) The reactants are [NH:1]1[C:5]2[CH:6]=[CH:7][CH:8]=[CH:9][C:4]=2[N:3]=[C:2]1[S:10][C:11]1[O:15][C:14]([CH:16]=[O:17])=[CH:13][CH:12]=1.[BH4-].[Na+]. The catalyst is CO. The product is [NH:1]1[C:5]2[CH:6]=[CH:7][CH:8]=[CH:9][C:4]=2[N:3]=[C:2]1[S:10][C:11]1[O:15][C:14]([CH2:16][OH:17])=[CH:13][CH:12]=1. The yield is 0.960. (4) The yield is 0.870. The catalyst is CN(C)C=O. The reactants are [NH2:1][C:2]1[CH:31]=[CH:30][C:5]([C:6]([N:8]2[C:17]3[C:12](=[CH:13][CH:14]=[CH:15][CH:16]=3)[C@H:11]([N:18]([C:23]3[CH:28]=[CH:27][CH:26]=[CH:25][CH:24]=3)[C:19](=[O:22])[CH2:20]C)[CH2:10][C@@H:9]2[CH3:29])=[O:7])=[CH:4][CH:3]=1.C(=O)([O-])[O-].[K+].[K+].Br[CH:39]([CH3:44])[C:40]([O:42][CH3:43])=[O:41].O. The product is [CH3:43][O:42][C:40](=[O:41])[CH:39]([NH:1][C:2]1[CH:31]=[CH:30][C:5]([C:6]([N:8]2[C:17]3[C:12](=[CH:13][CH:14]=[CH:15][CH:16]=3)[C@H:11]([N:18]([C:19](=[O:22])[CH3:20])[C:23]3[CH:28]=[CH:27][CH:26]=[CH:25][CH:24]=3)[CH2:10][C@@H:9]2[CH3:29])=[O:7])=[CH:4][CH:3]=1)[CH3:44]. (5) The reactants are C(OP([CH2:9][C:10]1[CH:19]=[CH:18][C:13]([C:14]([O:16][CH3:17])=[O:15])=[CH:12][CH:11]=1)(OCC)=O)C.C[Si]([N-][Si](C)(C)C)(C)C.[Li+].[CH:30]([C@@H:32]1[CH2:36][CH2:35][CH2:34][N:33]1[C:37]([O:39][C:40]([CH3:43])([CH3:42])[CH3:41])=[O:38])=O. The catalyst is C1COCC1. The product is [CH3:17][O:16][C:14]([C:13]1[CH:12]=[CH:11][C:10](/[CH:9]=[CH:30]/[C@@H:32]2[CH2:36][CH2:35][CH2:34][N:33]2[C:37]([O:39][C:40]([CH3:41])([CH3:43])[CH3:42])=[O:38])=[CH:19][CH:18]=1)=[O:15]. The yield is 0.620. (6) The reactants are [Cl:1][C:2]1[N:7]=[CH:6][C:5]2[C:8]([O:30][CH2:31][CH2:32][OH:33])=[N:9][N:10]([C:11]([C:24]3[CH:29]=[CH:28][CH:27]=[CH:26][CH:25]=3)([C:18]3[CH:23]=[CH:22][CH:21]=[CH:20][CH:19]=3)[C:12]3[CH:17]=[CH:16][CH:15]=[CH:14][CH:13]=3)[C:4]=2[CH:3]=1.[F:34][C:35]([F:43])(S(F)(=O)=O)C(O)=O. The catalyst is C(#N)C.[Cu]I. The product is [Cl:1][C:2]1[N:7]=[CH:6][C:5]2[C:8]([O:30][CH2:31][CH2:32][O:33][CH:35]([F:43])[F:34])=[N:9][N:10]([C:11]([C:18]3[CH:23]=[CH:22][CH:21]=[CH:20][CH:19]=3)([C:24]3[CH:25]=[CH:26][CH:27]=[CH:28][CH:29]=3)[C:12]3[CH:13]=[CH:14][CH:15]=[CH:16][CH:17]=3)[C:4]=2[CH:3]=1. The yield is 0.555.